This data is from Reaction yield outcomes from USPTO patents with 853,638 reactions. The task is: Predict the reaction yield, written as a fraction of the theoretical maximum amount of product (1.0 means a 100% yield; for example, 0.34 means a 34% yield). (1) The reactants are [C:1]([O:5][C:6]([NH:8][CH2:9][C:10]1[N:11]([CH2:33][CH:34]([CH3:36])[CH3:35])[C:12](=[O:32])C2C([C:19]=1[C:20]1[CH:25]=[CH:24][C:23]([CH3:26])=[CH:22][CH:21]=1)=CC(/C=C/C(O)=O)=CC=2)=[O:7])([CH3:4])([CH3:3])[CH3:2].Cl.C(N=C=[N:42][CH2:43][CH2:44][CH2:45]N(C)C)C.[NH4+].ON1[C:55]2[CH:56]=[CH:57][CH:58]=[CH:59][C:54]=2N=N1.[OH2:60]. The catalyst is CN(C)C=O. The product is [C:1]([O:5][C:6]([NH:8][CH2:9][C:10]1[N:11]([CH2:33][CH:34]([CH3:35])[CH3:36])[C:12](=[O:32])[C:54]2[C:55]([C:19]=1[C:20]1[CH:21]=[CH:22][C:23]([CH3:26])=[CH:24][CH:25]=1)=[CH:56][C:57](/[CH:45]=[CH:44]/[C:43]([NH2:42])=[O:60])=[CH:58][CH:59]=2)=[O:7])([CH3:4])([CH3:3])[CH3:2]. The yield is 0.840. (2) The reactants are [O:1]=[C:2]1[NH:6][C:5](=[O:7])[C:4](=[CH:8][C:9]2[CH:14]=[CH:13][C:12]([C:15]3[CH:20]=[CH:19][CH:18]=[C:17]([C:21](O)=[O:22])[CH:16]=3)=[CH:11][CH:10]=2)[S:3]1.ON1[C:29]2[CH:30]=[CH:31][CH:32]=[CH:33][C:28]=2N=N1.C(CN)C1C=CC=CC=1.[CH:43]1([N:49]=[C:50]=NC2CCCCC2)CCCCC1. The catalyst is O.CN(C)C=O. The product is [CH2:43]([N:49]([CH3:50])[C:21]([C:17]1[CH:16]=[C:15]([C:12]2[CH:11]=[CH:10][C:9]([CH:8]=[C:4]3[S:3][C:2](=[O:1])[NH:6][C:5]3=[O:7])=[CH:14][CH:13]=2)[CH:20]=[CH:19][CH:18]=1)=[O:22])[C:28]1[CH:33]=[CH:32][CH:31]=[CH:30][CH:29]=1. The yield is 0.610. (3) The reactants are CO[C:3](=[O:24])[C:4]1[C:9]([Cl:10])=[CH:8][C:7]([Cl:11])=[CH:6][C:5]=1[NH:12][C:13](=[O:23])[CH:14]([C:16]1[CH:21]=[CH:20][C:19]([Br:22])=[CH:18][CH:17]=1)[CH3:15].[H-].[Na+].[Li+].C[Si]([N-][Si](C)(C)C)(C)C.CCCCCC. The catalyst is CCOC(C)=O. The product is [Br:22][C:19]1[CH:20]=[CH:21][C:16]([C:14]2([CH3:15])[C:3](=[O:24])[C:4]3[C:5](=[CH:6][C:7]([Cl:11])=[CH:8][C:9]=3[Cl:10])[NH:12][C:13]2=[O:23])=[CH:17][CH:18]=1. The yield is 0.180. (4) The reactants are [Cl:1][C:2]1[CH:7]=[CH:6][CH:5]=[CH:4][C:3]=1[C:8]1[C:13]([Cl:14])=[CH:12][C:11]([O:15]C)=[C:10]([C:17]([N:19]2[CH2:24][CH2:23][N:22]([C:25](=[O:28])[CH:26]=[CH2:27])[CH2:21][CH2:20]2)=[O:18])[CH:9]=1.B(Br)(Br)Br.C([O-])(O)=O.[Na+]. The catalyst is C(Cl)Cl. The product is [Cl:1][C:2]1[CH:7]=[CH:6][CH:5]=[CH:4][C:3]=1[C:8]1[C:13]([Cl:14])=[CH:12][C:11]([OH:15])=[C:10]([C:17]([N:19]2[CH2:24][CH2:23][N:22]([C:25](=[O:28])[CH:26]=[CH2:27])[CH2:21][CH2:20]2)=[O:18])[CH:9]=1. The yield is 0.0500. (5) The reactants are Br[C:2]1[C:6]2[C:7]([NH2:20])=[N:8][CH:9]=[C:10](/[CH:11]=[CH:12]/[CH:13]([O:17][CH2:18][CH3:19])[O:14][CH2:15][CH3:16])[C:5]=2[S:4][CH:3]=1.[O:21]([C:28]1[CH:33]=[CH:32][C:31](B(O)O)=[CH:30][CH:29]=1)[C:22]1[CH:27]=[CH:26][CH:25]=[CH:24][CH:23]=1.C(=O)([O-])[O-].[Na+].[Na+]. The catalyst is COCCOC.O.C1C=CC([P]([Pd]([P](C2C=CC=CC=2)(C2C=CC=CC=2)C2C=CC=CC=2)([P](C2C=CC=CC=2)(C2C=CC=CC=2)C2C=CC=CC=2)[P](C2C=CC=CC=2)(C2C=CC=CC=2)C2C=CC=CC=2)(C2C=CC=CC=2)C2C=CC=CC=2)=CC=1. The product is [CH2:15]([O:14][CH:13]([O:17][CH2:18][CH3:19])/[CH:12]=[CH:11]/[C:10]1[C:5]2[S:4][CH:3]=[C:2]([C:31]3[CH:32]=[CH:33][C:28]([O:21][C:22]4[CH:27]=[CH:26][CH:25]=[CH:24][CH:23]=4)=[CH:29][CH:30]=3)[C:6]=2[C:7]([NH2:20])=[N:8][CH:9]=1)[CH3:16]. The yield is 0.550.